Dataset: NCI-60 drug combinations with 297,098 pairs across 59 cell lines. Task: Regression. Given two drug SMILES strings and cell line genomic features, predict the synergy score measuring deviation from expected non-interaction effect. Drug 1: C1=NC2=C(N=C(N=C2N1C3C(C(C(O3)CO)O)O)F)N. Drug 2: CCN(CC)CCCC(C)NC1=C2C=C(C=CC2=NC3=C1C=CC(=C3)Cl)OC. Cell line: T-47D. Synergy scores: CSS=-0.700, Synergy_ZIP=-0.665, Synergy_Bliss=-0.545, Synergy_Loewe=-3.08, Synergy_HSA=-1.84.